Dataset: Reaction yield outcomes from USPTO patents with 853,638 reactions. Task: Predict the reaction yield, written as a fraction of the theoretical maximum amount of product (1.0 means a 100% yield; for example, 0.34 means a 34% yield). (1) The reactants are C[O:2][C:3]([CH2:5][C:6]1[CH:11]=[CH:10][C:9]([NH:12][C:13]2[N:22]=[C:21]([NH:23][C:24]3[NH:25][N:26]=[C:27]([CH3:29])[CH:28]=3)[C:20]3[C:15](=[CH:16][CH:17]=[CH:18][CH:19]=3)[N:14]=2)=[CH:8][C:7]=1[CH3:30])=[O:4].[OH-].[Na+].Cl. The product is [C:3]([CH2:5][C:6]1[CH:11]=[CH:10][C:9]([NH:12][C:13]2[N:22]=[C:21]([NH:23][C:24]3[NH:25][N:26]=[C:27]([CH3:29])[CH:28]=3)[C:20]3[C:15](=[CH:16][CH:17]=[CH:18][CH:19]=3)[N:14]=2)=[CH:8][C:7]=1[CH3:30])([OH:4])=[O:2]. The yield is 0.950. The catalyst is O.CCO. (2) The reactants are [Cl:1][C:2]1[CH:3]=[CH:4][CH:5]=[C:6]2[C:11]=1[N:10]=[C:9]([CH2:12]Cl)[N:8]([C:14]1[CH:19]=[CH:18][CH:17]=[CH:16][C:15]=1[Cl:20])[C:7]2=[O:21].O.[SH:23][C:24]1[N:32]=[CH:31][N:30]=[C:29]2[C:25]=1[NH:26][CH:27]=[N:28]2.C([O-])([O-])=O.[K+].[K+]. The catalyst is CN(C=O)C. The product is [Cl:1][C:2]1[CH:3]=[CH:4][CH:5]=[C:6]2[C:11]=1[N:10]=[C:9]([CH2:12][S:23][C:24]1[N:32]=[CH:31][N:30]=[C:29]3[C:25]=1[N:26]=[CH:27][NH:28]3)[N:8]([C:14]1[CH:19]=[CH:18][CH:17]=[CH:16][C:15]=1[Cl:20])[C:7]2=[O:21]. The yield is 0.750.